Predict which catalyst facilitates the given reaction. From a dataset of Catalyst prediction with 721,799 reactions and 888 catalyst types from USPTO. (1) Reactant: [CH3:1][O:2][C:3]1[C:8]([N+:9]([O-])=O)=[CH:7][CH:6]=[CH:5][C:4]=1[N:12]1[CH:16]=[CH:15][CH:14]=[N:13]1.[Cl-].[NH4+].O. Product: [CH3:1][O:2][C:3]1[C:4]([N:12]2[CH:16]=[CH:15][CH:14]=[N:13]2)=[CH:5][CH:6]=[CH:7][C:8]=1[NH2:9]. The catalyst class is: 490. (2) Reactant: [Br:1][C:2]1[CH:9]=[C:8]([F:10])[C:7]([CH:11]=[O:12])=[CH:6][C:3]=1[C:4]#[N:5].[BH4-].[Na+]. Product: [Br:1][C:2]1[CH:9]=[C:8]([F:10])[C:7]([CH2:11][OH:12])=[CH:6][C:3]=1[C:4]#[N:5]. The catalyst class is: 5. (3) Reactant: [Br:1][C:2]1[CH:3]=[N:4][C:5]2[C:10]([C:11]=1[OH:12])=[CH:9][C:8]([I:13])=[C:7]([Cl:14])[CH:6]=2.ClC1C=[C:18]([NH:23][CH:24]=[C:25]([C:31](OCC)=O)C(OCC)=O)[CH:19]=[CH:20][C:21]=1I.[CH:36]1C=CC(P(C2C=CC=CC=2)C2C=CC=CC=2)=CC=1.[CH3:67][CH:66]([O:65][C:63](/N=N/[C:63]([O:65][CH:66]([CH3:68])[CH3:67])=[O:64])=[O:64])[CH3:68]. Product: [Br:1][C:2]1[CH:3]=[N:4][C:5]2[C:10]([C:11]=1[O:12][CH2:31][CH2:25][C@H:24]1[CH2:21][CH2:20][CH2:19][CH2:18][N:23]1[C:63]([O:65][C:66]([CH3:68])([CH3:36])[CH3:67])=[O:64])=[CH:9][C:8]([I:13])=[C:7]([Cl:14])[CH:6]=2. The catalyst class is: 1. (4) Reactant: [Cl:1][C:2]1[C:3]([F:23])=[C:4]([S:8]([NH:11][C:12]2[C:17]([O:18][CH3:19])=[N:16][C:15]([N+:20]([O-])=O)=[CH:14][N:13]=2)(=[O:10])=[O:9])[CH:5]=[CH:6][CH:7]=1.[Cl-].[NH4+]. Product: [NH2:20][C:15]1[N:16]=[C:17]([O:18][CH3:19])[C:12]([NH:11][S:8]([C:4]2[CH:5]=[CH:6][CH:7]=[C:2]([Cl:1])[C:3]=2[F:23])(=[O:10])=[O:9])=[N:13][CH:14]=1. The catalyst class is: 190. (5) Reactant: FCC(O)=O.[F:6][C:7]1[C:12]([F:13])=[CH:11][CH:10]=[CH:9][C:8]=1[C@H:14]1[CH2:20][N:19]([C:21]2[CH:26]=[CH:25][N:24]=[CH:23][CH:22]=2)[C:18](=[O:27])[C@H:17]([NH:28]C(=O)OC(C)(C)C)[CH2:16][CH2:15]1. Product: [NH2:28][C@@H:17]1[CH2:16][CH2:15][C@@H:14]([C:8]2[CH:9]=[CH:10][CH:11]=[C:12]([F:13])[C:7]=2[F:6])[CH2:20][N:19]([C:21]2[CH:22]=[CH:23][N:24]=[CH:25][CH:26]=2)[C:18]1=[O:27]. The catalyst class is: 4. (6) Reactant: [CH2:1]([N:3]([CH2:10][CH3:11])[CH2:4][CH2:5][CH2:6][C:7](=[O:9])[CH3:8])[CH3:2].[Li][CH3:13].[NH4+].[Cl-]. Product: [CH2:10]([N:3]([CH2:1][CH3:2])[CH2:4][CH2:5][CH2:6][C:7]([CH3:13])([OH:9])[CH3:8])[CH3:11]. The catalyst class is: 1. (7) Reactant: [CH3:1][O:2][C:3]1[CH:4]=[C:5]2C(=C[C:12]=1OC)N=[C:8]([O:15][C:16]1[C:25]([F:26])=[CH:24][C:19]3[N:20]=[C:21]([NH2:23])[S:22][C:18]=3[CH:17]=1)[CH:7]=[CH:6]2.CC[N:29]([CH2:32][CH3:33])CC.[C:34]1([CH2:40][C:41](Cl)=[O:42])[CH:39]=[CH:38][CH:37]=[CH:36][CH:35]=1.C1C[O:47][CH2:46]C1. Product: [CH3:1][O:2][C:3]1[CH:12]=[C:7]2[C:6](=[CH:5][C:4]=1[O:47][CH3:46])[N:29]=[CH:32][CH:33]=[C:8]2[O:15][C:16]1[C:25]([F:26])=[CH:24][C:19]2[N:20]=[C:21]([NH:23][C:41](=[O:42])[CH2:40][C:34]3[CH:39]=[CH:38][CH:37]=[CH:36][CH:35]=3)[S:22][C:18]=2[CH:17]=1. The catalyst class is: 751. (8) Reactant: Cl/[C:2](=[N:8]\[OH:9])/[C:3]([O:5][CH2:6][CH3:7])=[O:4].[C:10]([C:12]1[CH:17]=[CH:16][CH:15]=[CH:14][CH:13]=1)#[CH:11].C(N(CC)CC)C. Product: [C:12]1([C:10]2[O:9][N:8]=[C:2]([C:3]([O:5][CH2:6][CH3:7])=[O:4])[CH:11]=2)[CH:17]=[CH:16][CH:15]=[CH:14][CH:13]=1. The catalyst class is: 28.